The task is: Predict the product of the given reaction.. This data is from Forward reaction prediction with 1.9M reactions from USPTO patents (1976-2016). (1) Given the reactants [F:1][C:2]1[CH:3]=[C:4]2[C:9](=[CH:10][CH:11]=1)[O:8][CH2:7][CH2:6][C:5]2=[O:12].[Br:13]Br, predict the reaction product. The product is: [Br:13][CH:6]1[C:5](=[O:12])[C:4]2[C:9](=[CH:10][CH:11]=[C:2]([F:1])[CH:3]=2)[O:8][CH2:7]1. (2) Given the reactants Br[C:2]1[CH:8]=[CH:7][C:5]([NH2:6])=[CH:4][C:3]=1[CH3:9].[CH3:10][C:11]1([CH3:18])[C:15]([CH3:17])([CH3:16])[O:14][BH:13][O:12]1, predict the reaction product. The product is: [CH3:9][C:3]1[CH:4]=[C:5]([NH2:6])[CH:7]=[CH:8][C:2]=1[B:13]1[O:14][C:15]([CH3:17])([CH3:16])[C:11]([CH3:18])([CH3:10])[O:12]1. (3) Given the reactants [N:1]([O-])=O.[Na+].[CH3:5][C:6]1[CH:15]=[CH:14][C:13]2[C:8](=[CH:9][CH:10]=[C:11]([NH2:16])[CH:12]=2)[N:7]=1.O.O.[Sn](Cl)Cl.[CH3:22][C:23]([CH3:30])([CH3:29])[C:24](=O)[CH2:25][C:26]#[N:27], predict the reaction product. The product is: [C:23]([C:24]1[CH:25]=[C:26]([NH2:27])[N:16]([C:11]2[CH:12]=[C:13]3[C:8](=[CH:9][CH:10]=2)[N:7]=[C:6]([CH3:5])[CH:15]=[CH:14]3)[N:1]=1)([CH3:30])([CH3:29])[CH3:22]. (4) Given the reactants Br[C:2]1[C:10]2[O:9][CH2:8][CH:7]([C:11]3[CH:16]=[CH:15][C:14]([CH:17]([CH3:19])[CH3:18])=[CH:13][CH:12]=3)[C:6]=2[C:5]([CH3:20])=[C:4]([NH:21][C:22](=[O:28])[CH2:23][C:24]([CH3:27])([CH3:26])[CH3:25])[C:3]=1[CH3:29].[O:30]1[CH:34]=[CH:33][C:32](B(O)O)=[CH:31]1, predict the reaction product. The product is: [O:30]1[CH:34]=[CH:33][C:32]([C:2]2[C:10]3[O:9][CH2:8][CH:7]([C:11]4[CH:12]=[CH:13][C:14]([CH:17]([CH3:18])[CH3:19])=[CH:15][CH:16]=4)[C:6]=3[C:5]([CH3:20])=[C:4]([NH:21][C:22](=[O:28])[CH2:23][C:24]([CH3:26])([CH3:25])[CH3:27])[C:3]=2[CH3:29])=[CH:31]1.